From a dataset of Full USPTO retrosynthesis dataset with 1.9M reactions from patents (1976-2016). Predict the reactants needed to synthesize the given product. (1) Given the product [F:10][C:3]1[C:4]([CH3:9])=[C:5]([F:8])[CH:6]=[CH:7][C:2]=1[C:12]#[N:13], predict the reactants needed to synthesize it. The reactants are: Br[C:2]1[C:3]([F:10])=[C:4]([CH3:9])[C:5]([F:8])=[CH:6][CH:7]=1.[Cu](C#N)[C:12]#[N:13]. (2) Given the product [Br:29][C:18]1[C:13]2[O:12][CH2:11][CH:10]([C:7]3[CH:6]=[CH:5][C:4]([CH:1]([CH3:2])[CH3:3])=[CH:9][CH:8]=3)[C:14]=2[C:15]([CH3:28])=[C:16]([NH:20][C:21](=[O:27])[CH2:22][C:23]([CH3:26])([CH3:25])[CH3:24])[C:17]=1[CH3:19], predict the reactants needed to synthesize it. The reactants are: [CH:1]([C:4]1[CH:9]=[CH:8][C:7]([CH:10]2[C:14]3[C:15]([CH3:28])=[C:16]([NH:20][C:21](=[O:27])[CH2:22][C:23]([CH3:26])([CH3:25])[CH3:24])[C:17]([CH3:19])=[CH:18][C:13]=3[O:12][CH2:11]2)=[CH:6][CH:5]=1)([CH3:3])[CH3:2].[Br:29]N1C(=O)CCC1=O.O. (3) The reactants are: [Cl:1][C:2]1[C:6]([Cl:7])=[C:5]([CH2:8][CH3:9])[NH:4][C:3]=1[C:10]([O:12]CC)=[O:11].ClC1C=C(C(O)=O)NC=1C. Given the product [Cl:1][C:2]1[C:6]([Cl:7])=[C:5]([CH2:8][CH3:9])[NH:4][C:3]=1[C:10]([OH:12])=[O:11], predict the reactants needed to synthesize it. (4) Given the product [CH2:26]([O:23][CH2:22][C:20]1[CH:19]=[CH:18][C:3]([CH2:4][N:5]2[C:9]3=[N:10][C:11]([C:14]([O:16][CH3:34])=[O:15])=[CH:12][CH:13]=[C:8]3[N:7]=[C:6]2[CH3:17])=[C:2]([Cl:1])[CH:21]=1)[C:27]1[CH:32]=[CH:31][CH:30]=[CH:29][CH:28]=1, predict the reactants needed to synthesize it. The reactants are: [Cl:1][C:2]1[CH:21]=[C:20]([CH2:22][OH:23])[CH:19]=[CH:18][C:3]=1[CH2:4][N:5]1[C:9]2=[N:10][C:11]([C:14]([O-:16])=[O:15])=[CH:12][CH:13]=[C:8]2[N:7]=[C:6]1[CH3:17].[H-].[Na+].[CH2:26](Br)[C:27]1[CH:32]=[CH:31][CH:30]=[CH:29][CH:28]=1.[CH3:34]N(C)C=O. (5) Given the product [NH2:1][C:2]1[C:3]2[N:4]([C:8]([C@@H:27]3[CH2:30][C@H:29]([C:31]([OH:32])=[O:34])[CH2:28]3)=[N:9][C:10]=2[C:11]2[CH:20]=[C:19]3[C:14]([CH:15]=[CH:16][C:17]([C:21]4[CH:22]=[CH:23][CH:24]=[CH:25][CH:26]=4)=[N:18]3)=[CH:13][CH:12]=2)[CH:5]=[CH:6][N:7]=1, predict the reactants needed to synthesize it. The reactants are: [NH2:1][C:2]1[C:3]2[N:4]([C:8]([C@@H:27]3[CH2:30][C@H:29]([C:31](N)=[O:32])[CH2:28]3)=[N:9][C:10]=2[C:11]2[CH:20]=[C:19]3[C:14]([CH:15]=[CH:16][C:17]([C:21]4[CH:26]=[CH:25][CH:24]=[CH:23][CH:22]=4)=[N:18]3)=[CH:13][CH:12]=2)[CH:5]=[CH:6][N:7]=1.[OH-:34].[Na+]. (6) The reactants are: [Si:1]([O:8][C@H:9]1[CH2:14][C@@H:13](O)[CH:12]=[CH:11][C@@H:10]1[CH2:16][O:17][Si:18]([C:21]([CH3:24])([CH3:23])[CH3:22])([CH3:20])[CH3:19])([C:4]([CH3:7])([CH3:6])[CH3:5])([CH3:3])[CH3:2].[N:25]1[C:33]([NH2:34])=[C:32]2[C:28]([N:29]=[CH:30][NH:31]2)=[N:27][CH:26]=1.C1C=CC(P(C2C=CC=CC=2)C2C=CC=CC=2)=CC=1.CCOC(/N=N/C(OCC)=O)=O. Given the product [Si:18]([O:17][C@H:16]1[CH2:14][C@H:13]([N:29]2[CH:30]=[N:31][C:32]3[C:28]2=[N:27][CH:26]=[N:25][C:33]=3[NH2:34])[CH:12]=[CH:11][C@@H:10]1[CH2:9][O:8][Si:1]([C:4]([CH3:7])([CH3:5])[CH3:6])([CH3:3])[CH3:2])([C:21]([CH3:22])([CH3:24])[CH3:23])([CH3:19])[CH3:20], predict the reactants needed to synthesize it.